This data is from Forward reaction prediction with 1.9M reactions from USPTO patents (1976-2016). The task is: Predict the product of the given reaction. (1) Given the reactants [Cl:1][C:2]1[N:3]=[C:4]([C:9]([NH:11][C@@H:12]2[CH2:17][CH2:16][N:15]([C:18](OC(C)(C)C)=O)[CH2:14][C@H:13]2[NH:25][CH:26]([CH3:28])[CH3:27])=[O:10])[NH:5][C:6]=1[CH2:7][CH3:8].Cl.O1CCOCC1.BrC1[S:38][C:39]2[C:45]([C:46]([O:48][CH2:49][CH3:50])=[O:47])=[CH:44][CH:43]=[CH:42][C:40]=2[N:41]=1.C(=O)([O-])[O-].[Na+].[Na+], predict the reaction product. The product is: [Cl:1][C:2]1[N:3]=[C:4]([C:9]([NH:11][C@@H:12]2[CH2:17][CH2:16][N:15]([C:18]3[S:38][C:39]4[C:45]([C:46]([O:48][CH2:49][CH3:50])=[O:47])=[CH:44][CH:43]=[CH:42][C:40]=4[N:41]=3)[CH2:14][C@H:13]2[NH:25][CH:26]([CH3:27])[CH3:28])=[O:10])[NH:5][C:6]=1[CH2:7][CH3:8]. (2) Given the reactants Br[C:2]1[CH:3]=[CH:4][C:5]2[C:11]3[N:12]=[C:13]([N:15]4[C:19]([CH3:21])([CH3:20])[CH2:18][NH:17][C:16]4=[O:22])[S:14][C:10]=3[CH2:9][CH2:8][O:7][C:6]=2[CH:23]=1.[CH3:24][C:25]([OH:42])([CH3:41])[CH2:26][N:27]1[CH:31]=[C:30](B2OC(C)(C)C(C)(C)O2)[CH:29]=[N:28]1, predict the reaction product. The product is: [OH:42][C:25]([CH3:41])([CH3:24])[CH2:26][N:27]1[CH:31]=[C:30]([C:2]2[CH:3]=[CH:4][C:5]3[C:11]4[N:12]=[C:13]([N:15]5[C:19]([CH3:21])([CH3:20])[CH2:18][NH:17][C:16]5=[O:22])[S:14][C:10]=4[CH2:9][CH2:8][O:7][C:6]=3[CH:23]=2)[CH:29]=[N:28]1.